Dataset: NCI-60 drug combinations with 297,098 pairs across 59 cell lines. Task: Regression. Given two drug SMILES strings and cell line genomic features, predict the synergy score measuring deviation from expected non-interaction effect. Cell line: SK-OV-3. Synergy scores: CSS=3.71, Synergy_ZIP=-2.66, Synergy_Bliss=-1.82, Synergy_Loewe=-2.83, Synergy_HSA=-0.776. Drug 2: CCC(=C(C1=CC=CC=C1)C2=CC=C(C=C2)OCCN(C)C)C3=CC=CC=C3.C(C(=O)O)C(CC(=O)O)(C(=O)O)O. Drug 1: C1=CC(=CC=C1C#N)C(C2=CC=C(C=C2)C#N)N3C=NC=N3.